Dataset: Full USPTO retrosynthesis dataset with 1.9M reactions from patents (1976-2016). Task: Predict the reactants needed to synthesize the given product. (1) Given the product [Cl:1][C:2]1[CH:3]=[C:4]([N:8]([CH2:9][C:10]2[C:19]3[C:14](=[C:15]([F:21])[C:16]([F:20])=[CH:17][CH:18]=3)[NH:13][C:12](=[O:22])[CH:11]=2)[C:30](=[O:31])[C:29]2[C:24]([CH3:23])=[CH:25][CH:26]=[N:27][CH:28]=2)[CH:5]=[CH:6][CH:7]=1, predict the reactants needed to synthesize it. The reactants are: [Cl:1][C:2]1[CH:3]=[C:4]([NH:8][CH2:9][C:10]2[C:19]3[C:14](=[C:15]([F:21])[C:16]([F:20])=[CH:17][CH:18]=3)[NH:13][C:12](=[O:22])[CH:11]=2)[CH:5]=[CH:6][CH:7]=1.[CH3:23][C:24]1[C:29]([C:30](O)=[O:31])=[CH:28][N:27]=[CH:26][CH:25]=1. (2) The reactants are: [CH3:1][O:2][C:3]1[CH:4]=[C:5]2[C:10](=[CH:11][C:12]=1[O:13][CH3:14])[C:9]([CH2:15][CH2:16][CH3:17])=[N:8][C:7]([OH:18])=[CH:6]2.Cl.Cl[CH2:21][C:22]1[CH:23]=[C:24]2[C:29](=[CH:30][CH:31]=1)[N:28]=[C:27]([CH3:32])[CH:26]=[CH:25]2.[Li+].[OH-]. Given the product [CH3:1][O:2][C:3]1[CH:4]=[C:5]2[C:10](=[CH:11][C:12]=1[O:13][CH3:14])[C:9]([CH2:15][CH2:16][CH3:17])=[N:8][C:7]([OH:18])=[C:6]2[CH2:21][C:22]1[CH:23]=[C:24]2[C:29](=[CH:30][CH:31]=1)[N:28]=[C:27]([CH3:32])[CH:26]=[CH:25]2, predict the reactants needed to synthesize it. (3) Given the product [C:15]([O:14][C:13](=[O:19])[NH:12][C:9]([CH3:11])([CH3:10])[CH2:7][NH:6][CH2:5][C:4]1[CH:20]=[CH:21][C:22]([Cl:23])=[C:2]([Cl:1])[CH:3]=1)([CH3:18])([CH3:16])[CH3:17], predict the reactants needed to synthesize it. The reactants are: [Cl:1][C:2]1[CH:3]=[C:4]([CH:20]=[CH:21][C:22]=1[Cl:23])[CH2:5][NH:6][C:7]([C:9]([NH:12][C:13](=[O:19])[O:14][C:15]([CH3:18])([CH3:17])[CH3:16])([CH3:11])[CH3:10])=O.B.O1CCCC1.CO.